This data is from Full USPTO retrosynthesis dataset with 1.9M reactions from patents (1976-2016). The task is: Predict the reactants needed to synthesize the given product. (1) Given the product [CH3:9][O:8][C:3]1[CH:4]=[C:5]2[C:6](=[CH:7][C:2]=1[CH3:1])[C:10](=[O:14])[CH:11]([CH3:13])[CH2:12]2, predict the reactants needed to synthesize it. The reactants are: [CH3:1][C:2]1[CH:7]=[CH:6][CH:5]=[CH:4][C:3]=1[O:8][CH3:9].[C:10](O)(=[O:14])[C:11]([CH3:13])=[CH2:12]. (2) Given the product [CH2:22]([NH:23][C:29]([N:13]1[CH2:14][CH2:15][C:10]2[NH:9][N:8]=[C:7]([C:1]3[CH:2]=[CH:3][CH:4]=[CH:5][CH:6]=3)[C:11]=2[CH2:12]1)=[O:30])[C:16]1[CH:21]=[CH:20][CH:19]=[CH:18][CH:17]=1, predict the reactants needed to synthesize it. The reactants are: [C:1]1([C:7]2[C:11]3[CH2:12][NH:13][CH2:14][CH2:15][C:10]=3[NH:9][N:8]=2)[CH:6]=[CH:5][CH:4]=[CH:3][CH:2]=1.[C:16]1([CH2:22][NH2:23])[CH:21]=[CH:20][CH:19]=[CH:18][CH:17]=1.C1N=CN([C:29](N2C=NC=C2)=[O:30])C=1.O.